This data is from NCI-60 drug combinations with 297,098 pairs across 59 cell lines. The task is: Regression. Given two drug SMILES strings and cell line genomic features, predict the synergy score measuring deviation from expected non-interaction effect. (1) Drug 1: CC1C(C(CC(O1)OC2CC(CC3=C2C(=C4C(=C3O)C(=O)C5=C(C4=O)C(=CC=C5)OC)O)(C(=O)CO)O)N)O.Cl. Drug 2: C1CC(=O)NC(=O)C1N2C(=O)C3=CC=CC=C3C2=O. Cell line: UACC62. Synergy scores: CSS=1.86, Synergy_ZIP=-1.52, Synergy_Bliss=-0.0330, Synergy_Loewe=-0.752, Synergy_HSA=-0.752. (2) Drug 1: C1=CC(=CC=C1CC(C(=O)O)N)N(CCCl)CCCl.Cl. Drug 2: CCCS(=O)(=O)NC1=C(C(=C(C=C1)F)C(=O)C2=CNC3=C2C=C(C=N3)C4=CC=C(C=C4)Cl)F. Cell line: NCI-H460. Synergy scores: CSS=2.00, Synergy_ZIP=-8.91, Synergy_Bliss=-2.16, Synergy_Loewe=-19.1, Synergy_HSA=-4.09.